Dataset: Catalyst prediction with 721,799 reactions and 888 catalyst types from USPTO. Task: Predict which catalyst facilitates the given reaction. (1) Reactant: Cl[C:2]([O:4][CH2:5][CH:6]([CH3:8])[CH3:7])=[O:3].[S-:9][C:10]#[N:11].N1C2C(=CC=CC=2)C=CC=1.C([O-])([O-])=O.[Na+].[Na+]. Product: [CH2:5]([O:4][C:2]([N:11]=[C:10]=[S:9])=[O:3])[CH:6]([CH3:8])[CH3:7]. The catalyst class is: 6. (2) Reactant: [NH2:1][C:2]1[C:3]([F:10])=[CH:4][C:5]([Cl:9])=[C:6]([OH:8])[CH:7]=1.[OH-].[K+].Cl[C:14]1[C:19]([N+:20]([O-:22])=[O:21])=[CH:18][CH:17]=[CH:16][N:15]=1. Product: [NH2:1][C:2]1[C:3]([F:10])=[CH:4][C:5]([Cl:9])=[C:6]([CH:7]=1)[O:8][C:14]1[C:19]([N+:20]([O-:22])=[O:21])=[CH:18][CH:17]=[CH:16][N:15]=1. The catalyst class is: 16. (3) Reactant: [CH2:1]([O:3][C:4]([C:6]1[C:15](=[O:16])[C:14]2[C:9](=[C:10]([C:19]#[C:20][CH2:21][C@@H:22]3[C@H:26]([NH:27][C:28]([O:30][C:31]([CH3:34])([CH3:33])[CH3:32])=[O:29])[CH2:25][CH2:24][N:23]3[C:35]([O:37][C:38]([CH3:41])([CH3:40])[CH3:39])=[O:36])[C:11]([F:18])=[C:12]([F:17])[CH:13]=2)[N:8]([CH:42]2[CH2:44][CH2:43]2)[CH:7]=1)=[O:5])[CH3:2].C(N(CC)CC)C.N1C2C(=CC=CC=2)C=CC=1. Product: [CH2:1]([O:3][C:4]([C:6]1[C:15](=[O:16])[C:14]2[C:9](=[C:10](/[CH:19]=[CH:20]\[CH2:21][C@@H:22]3[C@H:26]([NH:27][C:28]([O:30][C:31]([CH3:34])([CH3:33])[CH3:32])=[O:29])[CH2:25][CH2:24][N:23]3[C:35]([O:37][C:38]([CH3:41])([CH3:40])[CH3:39])=[O:36])[C:11]([F:18])=[C:12]([F:17])[CH:13]=2)[N:8]([CH:42]2[CH2:43][CH2:44]2)[CH:7]=1)=[O:5])[CH3:2]. The catalyst class is: 63. (4) Reactant: [CH3:1][C:2]1([C:9]2[CH:14]=[CH:13][CH:12]=[CH:11][CH:10]=2)[NH:6][C:5](=[O:7])[NH:4][C:3]1=[O:8].C(=O)([O-])[O-].[K+].[K+].I[CH:22]([CH3:24])[CH3:23]. Product: [CH:22]([N:4]1[C:3](=[O:8])[C:2]([CH3:1])([C:9]2[CH:10]=[CH:11][CH:12]=[CH:13][CH:14]=2)[NH:6][C:5]1=[O:7])([CH3:24])[CH3:23]. The catalyst class is: 3. (5) Reactant: [C:1]([NH:4][C:5]1[S:6][C:7]([Br:36])=[C:8]([CH2:10][CH2:11][C:12]2[CH:17]=[CH:16][C:15]([NH:18][CH:19]([NH:28]C(=O)OC(C)(C)C)[NH:20]C(=O)OC(C)(C)C)=[CH:14][CH:13]=2)[N:9]=1)(=[O:3])[CH3:2].[ClH:37]. Product: [ClH:37].[NH2:28][C:19]([NH:18][C:15]1[CH:16]=[CH:17][C:12]([CH2:11][CH2:10][C:8]2[N:9]=[C:5]([NH:4][C:1](=[O:3])[CH3:2])[S:6][C:7]=2[Br:36])=[CH:13][CH:14]=1)=[NH:20]. The catalyst class is: 12.